This data is from NCI-60 drug combinations with 297,098 pairs across 59 cell lines. The task is: Regression. Given two drug SMILES strings and cell line genomic features, predict the synergy score measuring deviation from expected non-interaction effect. (1) Drug 1: C1CC(=O)NC(=O)C1N2CC3=C(C2=O)C=CC=C3N. Drug 2: C1C(C(OC1N2C=NC(=NC2=O)N)CO)O. Cell line: OVCAR3. Synergy scores: CSS=5.51, Synergy_ZIP=-5.03, Synergy_Bliss=-6.36, Synergy_Loewe=-14.4, Synergy_HSA=-4.67. (2) Drug 1: C1CCC(CC1)NC(=O)N(CCCl)N=O. Drug 2: CNC(=O)C1=NC=CC(=C1)OC2=CC=C(C=C2)NC(=O)NC3=CC(=C(C=C3)Cl)C(F)(F)F. Cell line: PC-3. Synergy scores: CSS=15.3, Synergy_ZIP=2.80, Synergy_Bliss=3.65, Synergy_Loewe=3.18, Synergy_HSA=4.64.